Dataset: Forward reaction prediction with 1.9M reactions from USPTO patents (1976-2016). Task: Predict the product of the given reaction. (1) Given the reactants [Cl:1]C1C2C=C(C(NC3C=CC(N4CCN([C:26](=[O:34])[CH2:27][C:28]([CH3:33])([CH3:32])[C:29]([OH:31])=[O:30])CC4)=NC=3)=O)SC=2C=CC=1.[N:35]1([C:41]2[N:46]=[CH:45][C:44]([NH:47][C:48]([C:50]3[N:51]([CH2:64][CH3:65])[C:52]4[C:57]([CH:58]=3)=[C:56]([O:59][CH2:60][CH:61]([CH3:63])[CH3:62])[CH:55]=[CH:54][CH:53]=4)=[O:49])=[CH:43][CH:42]=2)[CH2:40][CH2:39][NH:38][CH2:37][CH2:36]1.CC1(C)CC(=O)OC1=O, predict the reaction product. The product is: [ClH:1].[CH2:64]([N:51]1[C:52]2[C:57](=[C:56]([O:59][CH2:60][CH:61]([CH3:62])[CH3:63])[CH:55]=[CH:54][CH:53]=2)[CH:58]=[C:50]1[C:48]([NH:47][C:44]1[CH:43]=[CH:42][C:41]([N:35]2[CH2:40][CH2:39][N:38]([C:26](=[O:34])[CH2:27][C:28]([CH3:33])([CH3:32])[C:29]([OH:31])=[O:30])[CH2:37][CH2:36]2)=[N:46][CH:45]=1)=[O:49])[CH3:65]. (2) The product is: [CH2:12]([O:10][C:6]1[CH:7]=[CH:8][CH:9]=[C:2]([F:1])[C:3]=1[CH:4]=[O:5])[CH3:13]. Given the reactants [F:1][C:2]1[CH:9]=[CH:8][CH:7]=[C:6]([OH:10])[C:3]=1[CH:4]=[O:5].I[CH2:12][CH3:13].C([O-])([O-])=O.[K+].[K+].CCOCC, predict the reaction product. (3) The product is: [NH2:26][C:24]1[C:25]2=[C:17]([C:12]3[CH:13]=[CH:14][C:15]4[C:10]([CH:11]=3)=[N:9][N:8]([CH2:1][C:2]3[CH:3]=[CH:4][CH:5]=[CH:6][CH:7]=3)[CH:16]=4)[CH:18]=[C:19]([C:27]3[CH:28]=[C:29]([CH2:33][OH:34])[CH:30]=[CH:31][CH:32]=3)[N:20]2[N:21]=[CH:22][N:23]=1. Given the reactants [CH2:1]([N:8]1[CH:16]=[C:15]2[C:10]([CH:11]=[C:12]([C:17]3[CH:18]=[C:19]([C:27]4[CH:32]=[CH:31][CH:30]=[C:29]([C:33](C)(C)[O:34][SiH2]C(C)(C)C)[CH:28]=4)[N:20]4[C:25]=3[C:24]([NH2:26])=[N:23][CH:22]=[N:21]4)[CH:13]=[CH:14]2)=[N:9]1)[C:2]1[CH:7]=[CH:6][CH:5]=[CH:4][CH:3]=1.C1COCC1.O, predict the reaction product.